This data is from Forward reaction prediction with 1.9M reactions from USPTO patents (1976-2016). The task is: Predict the product of the given reaction. (1) Given the reactants C([N:8]1[C@@H:13]([CH2:14][CH2:15][C:16]2[CH:21]=[CH:20][CH:19]=[CH:18][CH:17]=2)[CH2:12][CH2:11][CH2:10][C@@H:9]1[CH3:22])(OC(C)(C)C)=O, predict the reaction product. The product is: [CH3:22][C@H:9]1[CH2:10][CH2:11][CH2:12][C@H:13]([CH2:14][CH2:15][C:16]2[CH:17]=[CH:18][CH:19]=[CH:20][CH:21]=2)[NH:8]1. (2) The product is: [CH2:1]([O:8][C:9]([N:11]1[CH2:15][C@@H:14]([F:31])[CH2:13][C@H:12]1[C:17]([O:19][CH3:20])=[O:18])=[O:10])[C:2]1[CH:7]=[CH:6][CH:5]=[CH:4][CH:3]=1. Given the reactants [CH2:1]([O:8][C:9]([N:11]1[CH2:15][C@H:14](O)[CH2:13][C@H:12]1[C:17]([O:19][CH3:20])=[O:18])=[O:10])[C:2]1[CH:7]=[CH:6][CH:5]=[CH:4][CH:3]=1.[F-].[Na+].C(N(/C(/F)=C(\F)/C(F)(F)[F:31])CC)C.C(N(C(F)(F)C(F)C(F)(F)F)CC)C, predict the reaction product. (3) Given the reactants [F:1][C:2]1[CH:3]=[CH:4][CH:5]=[C:6]2[C:10]=1[N:9]([CH2:11][C:12]1[O:13][C:14]([C:17]([F:20])([F:19])[F:18])=[CH:15][CH:16]=1)[C:8](=[O:21])[C:7]2([C:24]1[C:32](O)=[CH:31][C:27]2[O:28][CH2:29][O:30][C:26]=2[CH:25]=1)[CH2:22][OH:23].C1(CCN2C3C(=CC=CC=3)C(C3C(O)=CC4OCOC=4C=3)(CO)C2=O)CC1, predict the reaction product. The product is: [F:1][C:2]1[CH:3]=[CH:4][CH:5]=[C:6]2[C:10]=1[N:9]([CH2:11][C:12]1[O:13][C:14]([C:17]([F:20])([F:19])[F:18])=[CH:15][CH:16]=1)[C:8](=[O:21])[C:7]12[C:24]2=[CH:25][C:26]3[O:30][CH2:29][O:28][C:27]=3[CH:31]=[C:32]2[O:23][CH2:22]1. (4) Given the reactants [Cl:1][C:2]1[CH:3]=[C:4]([NH:17][C:18]2[C:27]3[C:22](=[CH:23][CH:24]=[C:25]([NH:28][C:29](=[O:38])[CH2:30][CH2:31][NH:32]C(=O)COC)[CH:26]=3)[N:21]=[CH:20][N:19]=2)[CH:5]=[CH:6][C:7]=1[O:8][CH2:9][C:10]1[CH:15]=[CH:14][CH:13]=[C:12]([F:16])[CH:11]=1.C(O)(=O)C1C=CC=CC=1, predict the reaction product. The product is: [NH2:32][CH2:31][CH2:30][C:29]([NH:28][C:25]1[CH:26]=[C:27]2[C:22](=[CH:23][CH:24]=1)[N:21]=[CH:20][N:19]=[C:18]2[NH:17][C:4]1[CH:5]=[CH:6][C:7]([O:8][CH2:9][C:10]2[CH:15]=[CH:14][CH:13]=[C:12]([F:16])[CH:11]=2)=[C:2]([Cl:1])[CH:3]=1)=[O:38]. (5) Given the reactants [CH3:1][C:2]1[NH:3][C:4]2[C:9]([C:10]=1[CH3:11])=[CH:8][CH:7]=[CH:6][C:5]=2[C:12]([OH:14])=O.[CH3:15][C:16]1[N:17]=[CH:18][N:19]([C:22]2[CH:23]=[C:24]([CH:26]=[CH:27][CH:28]=2)[NH2:25])[C:20]=1[CH3:21].Cl.C(N=C=NCCCN(C)C)C, predict the reaction product. The product is: [CH3:15][C:16]1[N:17]=[CH:18][N:19]([C:22]2[CH:23]=[C:24]([NH:25][C:12]([C:5]3[CH:6]=[CH:7][CH:8]=[C:9]4[C:4]=3[NH:3][C:2]([CH3:1])=[C:10]4[CH3:11])=[O:14])[CH:26]=[CH:27][CH:28]=2)[C:20]=1[CH3:21].